From a dataset of Forward reaction prediction with 1.9M reactions from USPTO patents (1976-2016). Predict the product of the given reaction. (1) The product is: [F:11][C:12]1[CH:17]=[CH:16][C:15]([S:18]([NH:1][C:2]2[CH:6]=[CH:5][S:4][C:3]=2[C:7]([O:9][CH3:10])=[O:8])(=[O:20])=[O:19])=[C:14]([CH3:22])[CH:13]=1. Given the reactants [NH2:1][C:2]1[CH:6]=[CH:5][S:4][C:3]=1[C:7]([O:9][CH3:10])=[O:8].[F:11][C:12]1[CH:17]=[CH:16][C:15]([S:18](Cl)(=[O:20])=[O:19])=[C:14]([CH3:22])[CH:13]=1.N1C=CC=CC=1, predict the reaction product. (2) Given the reactants [ClH:1].C(OC(=O)[NH:8][CH:9]1[CH2:14][CH2:13][CH:12]([NH:15][C:16](=[O:18])[CH3:17])[CH2:11][CH2:10]1)(C)(C)C, predict the reaction product. The product is: [ClH:1].[NH2:8][CH:9]1[CH2:10][CH2:11][CH:12]([NH:15][C:16](=[O:18])[CH3:17])[CH2:13][CH2:14]1. (3) The product is: [Cl:1][C:2]1[CH:3]=[C:4]([CH:15]=[CH:16][CH:17]=1)[O:5][C:6]1[CH:11]=[CH:10][C:9]([CH2:12][O:13][C:20]2[CH:30]=[C:24]3[N:25]([CH3:29])[CH2:26][CH2:27][CH2:28][N:23]3[C:22](=[O:31])[N:21]=2)=[CH:8][C:7]=1[F:14]. Given the reactants [Cl:1][C:2]1[CH:3]=[C:4]([CH:15]=[CH:16][C:17]=1F)[O:5][C:6]1[CH:11]=[CH:10][C:9]([CH2:12][OH:13])=[CH:8][C:7]=1[F:14].Cl[C:20]1[CH:30]=[C:24]2[N:25]([CH3:29])[CH2:26][CH2:27][CH2:28][N:23]2[C:22](=[O:31])[N:21]=1, predict the reaction product. (4) Given the reactants [Br:1][C:2]1[CH:20]=[CH:19][C:5]2[N:6]([C:9]3[S:13][C:12]([C:14]([O:16][CH3:17])=[O:15])=[C:11]([OH:18])[CH:10]=3)[CH:7]=[N:8][C:4]=2[CH:3]=1.[Cl:21][C:22]1[C:27]([O:28][Si:29]([C:32]([CH3:35])([CH3:34])[CH3:33])([CH3:31])[CH3:30])=[CH:26][CH:25]=[CH:24][C:23]=1[C@@H:36](O)[CH3:37].ClC1C(O)=CC=CC=1[C@@H](C)OC1C=C(N2C3C=C(C#N)C=CC=3N=C2)SC=1C(OC)=O, predict the reaction product. The product is: [Br:1][C:2]1[CH:20]=[CH:19][C:5]2[N:6]([C:9]3[S:13][C:12]([C:14]([O:16][CH3:17])=[O:15])=[C:11]([O:18][C@@H:36]([C:23]4[CH:24]=[CH:25][CH:26]=[C:27]([O:28][Si:29]([C:32]([CH3:35])([CH3:34])[CH3:33])([CH3:31])[CH3:30])[C:22]=4[Cl:21])[CH3:37])[CH:10]=3)[CH:7]=[N:8][C:4]=2[CH:3]=1. (5) Given the reactants [NH2:1][CH2:2][CH2:3][O:4][CH2:5][CH2:6][O:7][CH2:8][CH:9]([O:18][CH2:19][C:20]([OH:22])=[O:21])[CH2:10][O:11][CH2:12][CH2:13][O:14][CH2:15][CH2:16][NH2:17].CCN([CH:29]([CH3:31])[CH3:30])C(C)C.Cl[Si](C)(C)C.[C:37](Cl)([O:39][CH2:40][CH:41]1[C:53]2[C:48](=[CH:49][CH:50]=[CH:51][CH:52]=2)[C:47]2[C:42]1=[CH:43][CH:44]=[CH:45][CH:46]=2)=[O:38], predict the reaction product. The product is: [CH:52]1[C:53]2[CH:41]([CH2:40][O:39][C:37]([NH:1][CH2:2][CH2:3][O:4][CH2:5][CH2:6][O:7][CH2:8][CH:9]([O:18][CH2:19][C:20]([OH:22])=[O:21])[CH2:10][O:11][CH2:12][CH2:13][O:14][CH2:15][CH2:16][NH:17][C:37]([O:39][CH2:40][CH:30]3[C:29]4[CH:31]=[CH:51][CH:52]=[CH:53][C:41]=4[C:42]4[C:47]3=[CH:46][CH:45]=[CH:44][CH:43]=4)=[O:38])=[O:38])[C:42]3[C:47](=[CH:46][CH:45]=[CH:44][CH:43]=3)[C:48]=2[CH:49]=[CH:50][CH:51]=1. (6) The product is: [F:60][C:47]1[CH:48]=[C:49]([C:50]2[CH:55]=[CH:54][CH:53]=[CH:52][C:51]=2[C:56]([F:59])([F:57])[F:58])[C:43]2[O:42][CH:41]([CH2:40][NH2:37])[CH2:45][C:44]=2[CH:46]=1. Given the reactants CC1C=CC(S(OCC2CC3C=C(F)C=C(C4C=CC=CC=4C(F)(F)F)C=3O2)(=O)=O)=CC=1.[N-]=[N+]=[N-].[Na+].[N:37]([CH2:40][CH:41]1[CH2:45][C:44]2[CH:46]=[C:47]([F:60])[CH:48]=[C:49]([C:50]3[CH:55]=[CH:54][CH:53]=[CH:52][C:51]=3[C:56]([F:59])([F:58])[F:57])[C:43]=2[O:42]1)=[N+]=[N-].[N-]=[N+]=[N-].C1(P(C2C=CC=CC=2)C2C=CC=CC=2)C=CC=CC=1, predict the reaction product. (7) Given the reactants [CH3:1][C:2]([C:4]1[CH:9]=[CH:8][C:7]([N:10]2[CH2:15][CH2:14][O:13][CH2:12][CH2:11]2)=[CH:6][CH:5]=1)=O.COC(OC)[N:19]([CH3:21])C.O.[NH2:25]N, predict the reaction product. The product is: [NH:19]1[CH:21]=[CH:1][C:2]([C:4]2[CH:9]=[CH:8][C:7]([N:10]3[CH2:15][CH2:14][O:13][CH2:12][CH2:11]3)=[CH:6][CH:5]=2)=[N:25]1. (8) Given the reactants [Br:1][C:2]1[CH:7]=[CH:6][C:5]([O:8][C:9]([F:12])([F:11])[F:10])=[CH:4][CH:3]=1.[Cl:13][S:14](O)(=[O:16])=[O:15], predict the reaction product. The product is: [Br:1][C:2]1[CH:3]=[CH:4][C:5]([O:8][C:9]([F:10])([F:11])[F:12])=[C:6]([S:14]([Cl:13])(=[O:16])=[O:15])[CH:7]=1.